From a dataset of Forward reaction prediction with 1.9M reactions from USPTO patents (1976-2016). Predict the product of the given reaction. (1) Given the reactants [C:1]([O:5][C:6]([N:8]1[CH2:12][C:11]([F:14])([F:13])[CH2:10][C@H:9]1[CH2:15][OH:16])=[O:7])([CH3:4])([CH3:3])[CH3:2], predict the reaction product. The product is: [C:1]([O:5][C:6]([N:8]1[CH2:12][C:11]([F:13])([F:14])[CH2:10][C@H:9]1[CH:15]=[O:16])=[O:7])([CH3:4])([CH3:3])[CH3:2]. (2) The product is: [CH:1]1([CH:7]([C:12]([OH:14])=[O:13])[C:8]([OH:10])=[O:9])[CH2:2][CH2:3][CH2:4][CH2:5][CH2:6]1. Given the reactants [CH:1]1([CH:7]([C:12]([O:14]C)=[O:13])[C:8]([O:10]C)=[O:9])[CH2:6][CH2:5][CH2:4][CH2:3][CH2:2]1.[OH-].[Na+], predict the reaction product. (3) Given the reactants [N-:1]=[N+:2]=[N-:3].[Na+].[Cl:5][C:6]1[CH:15]=[CH:14][C:9]([O:10][CH2:11][C:12]#[N:13])=[C:8]([S:16][C:17]2[CH:22]=[CH:21][C:20]([S:23]([CH3:26])(=[O:25])=[O:24])=[CH:19][CH:18]=2)[CH:7]=1.[Cl-].[NH4+], predict the reaction product. The product is: [Cl:5][C:6]1[CH:15]=[CH:14][C:9]([O:10][CH2:11][C:12]2[NH:13][N:3]=[N:2][N:1]=2)=[C:8]([S:16][C:17]2[CH:22]=[CH:21][C:20]([S:23]([CH3:26])(=[O:24])=[O:25])=[CH:19][CH:18]=2)[CH:7]=1. (4) The product is: [OH:12][C:7]1[CH:8]=[C:9]2[C:4](=[CH:5][CH:6]=1)[CH:3]=[C:2]([C:17]1[CH:18]=[CH:19][C:20]([C:21]([OH:23])=[O:22])=[C:15]([O:14][CH3:13])[CH:16]=1)[CH:11]=[CH:10]2. Given the reactants Cl[C:2]1[CH:3]=[C:4]2[C:9](=[CH:10][CH:11]=1)[CH:8]=[C:7]([OH:12])[CH:6]=[CH:5]2.[CH3:13][O:14][C:15]1[CH:16]=[C:17](B(O)O)[CH:18]=[CH:19][C:20]=1[C:21]([O:23]C)=[O:22].C([O-])(O)=O.[Na+], predict the reaction product. (5) Given the reactants CN(C)[CH:3]=[CH:4][C:5]([C:7]1[CH:12]=[CH:11][N:10]=[C:9]([Cl:13])[CH:8]=1)=O.N(O)=O.[CH3:18][O:19][C:20]1[CH:21]=[C:22]([NH:26][C:27]([NH2:29])=[NH:28])[CH:23]=[CH:24][CH:25]=1.[OH-].[Li+], predict the reaction product. The product is: [CH3:18][O:19][C:20]1[CH:21]=[C:22]([NH:26][C:27]2[N:29]=[C:5]([C:7]3[CH:12]=[CH:11][N:10]=[C:9]([Cl:13])[CH:8]=3)[CH:4]=[CH:3][N:28]=2)[CH:23]=[CH:24][CH:25]=1. (6) Given the reactants C([NH:8][C@@H:9]1[CH2:14][CH2:13][C@H:12]([NH:15][C:16]2[CH:21]=[C:20]([N:22]([CH2:24][CH3:25])[CH3:23])[C:19]([CH3:26])=[CH:18][N:17]=2)[CH2:11][CH2:10]1)C1C=CC=CC=1.C1CCCCC=1, predict the reaction product. The product is: [NH2:8][C@@H:9]1[CH2:10][CH2:11][C@H:12]([NH:15][C:16]2[CH:21]=[C:20]([N:22]([CH2:24][CH3:25])[CH3:23])[C:19]([CH3:26])=[CH:18][N:17]=2)[CH2:13][CH2:14]1. (7) Given the reactants [CH2:1]=[C:2]([CH2:5][CH2:6][CH3:7])[CH:3]=[O:4].[CH2:8]1[CH:12]2[CH:13]3C=CC([CH:11]2C=[CH:9]1)C3, predict the reaction product. The product is: [CH2:5]([C:2]1([CH:3]=[O:4])[CH2:11][CH:12]2[CH2:13][CH:1]1[CH:9]=[CH:8]2)[CH2:6][CH3:7].